Dataset: Full USPTO retrosynthesis dataset with 1.9M reactions from patents (1976-2016). Task: Predict the reactants needed to synthesize the given product. (1) Given the product [CH2:9]([C:2]1[O:6][C:5]([CH:7]=[O:8])=[CH:4][CH:3]=1)[CH2:10][CH2:11][CH2:12][CH2:13][CH3:14], predict the reactants needed to synthesize it. The reactants are: Br[C:2]1[O:6][C:5]([CH:7]=[O:8])=[CH:4][CH:3]=1.[CH2:9](B(O)O)[CH2:10][CH2:11][CH2:12][CH2:13][CH3:14].C(=O)([O-])[O-].[K+].[K+].C1(C)C=CC=CC=1.O. (2) Given the product [NH2:19][C:10]1[C:9]2[N:8]=[C:7]([CH2:20][CH3:21])[N:6]([CH2:5][CH2:4][CH2:3][CH2:2][NH:1][C:22](=[O:26])[CH:23]([CH3:25])[CH3:24])[C:18]=2[C:17]2[CH:16]=[CH:15][CH:14]=[CH:13][C:12]=2[N:11]=1, predict the reactants needed to synthesize it. The reactants are: [NH2:1][CH2:2][CH2:3][CH2:4][CH2:5][N:6]1[C:18]2[C:17]3[CH:16]=[CH:15][CH:14]=[CH:13][C:12]=3[N:11]=[C:10]([NH2:19])[C:9]=2[N:8]=[C:7]1[CH2:20][CH3:21].[C:22](Cl)(=[O:26])[CH:23]([CH3:25])[CH3:24]. (3) Given the product [CH3:1][O:2][C:3](=[O:14])[CH2:4][O:5][C:6]1[CH:11]=[CH:10][C:9]([CH:12]=[N:17][OH:16])=[CH:8][CH:7]=1, predict the reactants needed to synthesize it. The reactants are: [CH3:1][O:2][C:3](=[O:14])[CH2:4][O:5][C:6]1[CH:11]=[CH:10][C:9]([CH:12]=O)=[CH:8][CH:7]=1.Cl.[OH:16][NH2:17].C([O-])(=O)C.[Na+]. (4) The reactants are: [Cl:1][C:2]1[CH:3]=[C:4]([CH:25]=[CH:26][CH:27]=1)[CH2:5][N:6]1[CH2:10][C@@H:9]([N:11]([CH2:13][C:14]2[CH:19]=[CH:18][C:17]([F:20])=[CH:16][C:15]=2[F:21])[CH3:12])[CH2:8][C@H:7]1[C:22]([OH:24])=O.[N:28]1([C:34]2[CH:41]=[CH:40][CH:39]=[CH:38][C:35]=2[C:36]#[N:37])[CH2:33][CH2:32][NH:31][CH2:30][CH2:29]1. Given the product [Cl:1][C:2]1[CH:3]=[C:4]([CH:25]=[CH:26][CH:27]=1)[CH2:5][N:6]1[CH2:10][C@@H:9]([N:11]([CH2:13][C:14]2[CH:19]=[CH:18][C:17]([F:20])=[CH:16][C:15]=2[F:21])[CH3:12])[CH2:8][C@H:7]1[C:22]([N:31]1[CH2:30][CH2:29][N:28]([C:34]2[CH:41]=[CH:40][CH:39]=[CH:38][C:35]=2[C:36]#[N:37])[CH2:33][CH2:32]1)=[O:24], predict the reactants needed to synthesize it. (5) Given the product [Br:29][C:6]1[C:7]2[C:27]3[C:22](=[CH:23][CH:24]=[C:25]([F:28])[CH:26]=3)[NH:21][C:8]=2[C:9]([O:15][CH2:16][CH2:17][N:18]([CH3:19])[CH3:20])=[C:10]2[NH:11][C:12]3[CH:13]=[CH:14][C:2]([F:1])=[CH:3][C:4]=3[C:5]=12, predict the reactants needed to synthesize it. The reactants are: [F:1][C:2]1[CH:3]=[C:4]2[C:12](=[CH:13][CH:14]=1)[NH:11][C:10]1[C:9]([O:15][CH2:16][CH2:17][N:18]([CH3:20])[CH3:19])=[C:8]3[NH:21][C:22]4[CH:23]=[CH:24][C:25]([F:28])=[CH:26][C:27]=4[C:7]3=[CH:6][C:5]2=1.[Br:29]Br.C(Cl)Cl. (6) Given the product [Cl:49][C:24]1[CH:25]=[C:26]([C:27](=[O:28])[NH:29][CH2:30][C:31]2[CH:36]=[C:35]([Cl:37])[CH:34]=[CH:33][C:32]=2[S:38]([CH2:41][CH3:42])(=[O:40])=[O:39])[CH:43]=[C:44]([C:45]([F:47])([F:48])[F:46])[C:23]=1[CH2:22][N:1]1[CH2:6][CH2:5][CH2:4][C@H:3]([NH:7][S:8]([CH2:11][CH2:12][NH:13][C:14](=[O:20])[O:15][C:16]([CH3:17])([CH3:19])[CH3:18])(=[O:10])=[O:9])[CH2:2]1, predict the reactants needed to synthesize it. The reactants are: [NH:1]1[CH2:6][CH2:5][CH2:4][C@H:3]([NH:7][S:8]([CH2:11][CH2:12][NH:13][C:14](=[O:20])[O:15][C:16]([CH3:19])([CH3:18])[CH3:17])(=[O:10])=[O:9])[CH2:2]1.Br[CH2:22][C:23]1[C:44]([C:45]([F:48])([F:47])[F:46])=[CH:43][C:26]([C:27]([NH:29][CH2:30][C:31]2[CH:36]=[C:35]([Cl:37])[CH:34]=[CH:33][C:32]=2[S:38]([CH2:41][CH3:42])(=[O:40])=[O:39])=[O:28])=[CH:25][C:24]=1[Cl:49].C(=O)([O-])[O-].[K+].[K+].O. (7) The reactants are: [CH:1]([C:4]1[CH:5]=[C:6]([CH:31]=[CH:32][CH:33]=1)[CH2:7][N:8]1[C@@H:16]2[C@H:11]([C@H:12]([CH2:19][C:20]3[CH:25]=[CH:24][CH:23]=[C:22]([O:26][CH2:27][CH2:28][CH3:29])[CH:21]=3)[CH2:13][S:14](=[O:18])(=[O:17])[CH2:15]2)[O:10]C1=O)([CH3:3])[CH3:2]. Given the product [CH:1]([C:4]1[CH:5]=[C:6]([CH:31]=[CH:32][CH:33]=1)[CH2:7][NH:8][C@@H:16]1[C@@H:11]([OH:10])[C@H:12]([CH2:19][C:20]2[CH:25]=[CH:24][CH:23]=[C:22]([O:26][CH2:27][CH2:28][CH3:29])[CH:21]=2)[CH2:13][S:14](=[O:17])(=[O:18])[CH2:15]1)([CH3:2])[CH3:3], predict the reactants needed to synthesize it. (8) Given the product [CH2:10]([O:17][CH2:18][CH2:19][O:20][CH2:21][C@@:22]12[CH:31]([OH:32])[O:30][C@H:29]([C@H:33]3[CH2:37][O:36][C:35]([CH3:39])([CH3:38])[O:34]3)[C@@H:23]1[O:24][C:25]([CH3:28])([CH3:27])[O:26]2)[C:11]1[CH:12]=[CH:13][CH:14]=[CH:15][CH:16]=1, predict the reactants needed to synthesize it. The reactants are: CC(C[AlH]CC(C)C)C.[CH2:10]([O:17][CH2:18][CH2:19][O:20][CH2:21][C@@:22]12[C:31](=[O:32])[O:30][C@H:29]([C@H:33]3[CH2:37][O:36][C:35]([CH3:39])([CH3:38])[O:34]3)[C@@H:23]1[O:24][C:25]([CH3:28])([CH3:27])[O:26]2)[C:11]1[CH:16]=[CH:15][CH:14]=[CH:13][CH:12]=1. (9) Given the product [C:5](/[N:6]=[C:8](\[S:9][CH3:1])/[NH:7][C:10]1[CH:15]=[CH:14][C:13]([C:16]([N:18]2[CH2:23][CH2:22][O:21][CH2:20][CH2:19]2)=[O:17])=[CH:12][CH:11]=1)#[N:4], predict the reactants needed to synthesize it. The reactants are: [CH3:1][O-].[Na+].[N:4]#[C:5][NH2:6].[N:7]([C:10]1[CH:15]=[CH:14][C:13]([C:16]([N:18]2[CH2:23][CH2:22][O:21][CH2:20][CH2:19]2)=[O:17])=[CH:12][CH:11]=1)=[C:8]=[S:9].IC.